This data is from HIV replication inhibition screening data with 41,000+ compounds from the AIDS Antiviral Screen. The task is: Binary Classification. Given a drug SMILES string, predict its activity (active/inactive) in a high-throughput screening assay against a specified biological target. (1) The result is 0 (inactive). The compound is C=C(C(=C)P(=S)(C(C)C)C(C)C)P(=S)(C(C)C)C(C)C. (2) The compound is Sc1ccccc1N=Cc1ccc(C=Nc2ccccc2S)cc1. The result is 0 (inactive). (3) The compound is Cc1cc(C)cc(NC(=O)CCC(=O)C2CCCC2=NNC(=O)C(=O)NN)c1. The result is 0 (inactive). (4) The drug is Cc1c2ccccc2n[c-](CSc2ccccc2N)[n+]1=O. The result is 1 (active). (5) The compound is COc1ccc2c(c1)OCC1c3cc(O)c(OCc4ccccc4)cc3OC21C. The result is 0 (inactive). (6) The compound is COP(C)(=O)C(N)Cc1ccccc1.O=[N+]([O-])c1cc([N+](=O)[O-])c(O)c([N+](=O)[O-])c1. The result is 1 (active). (7) The compound is CCOC(=O)C(NCc1ccc2c(c1)OCO2)(NC(=O)c1ccccc1)C(F)(F)F. The result is 0 (inactive).